This data is from Full USPTO retrosynthesis dataset with 1.9M reactions from patents (1976-2016). The task is: Predict the reactants needed to synthesize the given product. Given the product [CH2:6]([C:12]1[CH:18]=[C:17]2[C:15](=[CH:14][C:13]=1[OH:19])[O:4][C:1](=[O:5])[CH2:2][CH2:3]2)[CH2:7][CH2:8][CH2:9][CH2:10][CH3:11], predict the reactants needed to synthesize it. The reactants are: [C:1]([OH:5])(=[O:4])[CH:2]=[CH2:3].[CH2:6]([C:12]1[CH:18]=[CH:17][C:15](O)=[CH:14][C:13]=1[OH:19])[CH2:7][CH2:8][CH2:9][CH2:10][CH3:11].O.